From a dataset of Experimentally validated miRNA-target interactions with 360,000+ pairs, plus equal number of negative samples. Binary Classification. Given a miRNA mature sequence and a target amino acid sequence, predict their likelihood of interaction. (1) The miRNA is hsa-miR-1287-3p with sequence CUCUAGCCACAGAUGCAGUGAU. The protein sequence of the target gene is MAEYLASIFGTEKDKVNCSFYFKIGACRHGDRCSRLHNKPTFSQTIALLNIYRNPQNSSQSADGLRCAVSDVEMQEHYDEFFEEVFTEMEEKYGEVEEMNVCDNLGDHLVGNVYVKFRREEDAEKAVIDLNNRWFNGQPIHAELSPVTDFREACCRQYEMGECTRGGFCNFMHLKPISRELRRELYGRRRKKHRSRSRSRERRSRSRDRGRGGGGGGGGGGGGRERDRRRSRDRERSGRF. Result: 1 (interaction). (2) The miRNA is hsa-miR-5683 with sequence UACAGAUGCAGAUUCUCUGACUUC. The protein sequence of the target gene is MSEHSRNSDQEELLDEEINEDEILANLSAEELKELQSEMEVMAPDPSLPVGMIQKDQTDKPPTGNFNHKSLVDYMYWEKASRRMLEEERVPVTFVKSEEKTQEEHEEIEKRNKNMAQYLKEKLNNEIVANKRESKGSSNIQETDEEDEEEEDDDDDDEGEDDGEESEETNREEEGKAKEQIRNCENNCQQVTDKAFKEQRDRPEAQEQSEKKISKLDPKKLALDTSFLKVSTRPSGNQTDLDGSLRRVRKNDPDMKELNLNNIENIPKEMLLDFVNAMKKNKHIKTFSLANVGADENVAF.... Result: 0 (no interaction). (3) The miRNA is mmu-miR-1946a with sequence AGCCGGGCAGUGGUGGCACACACUUUU. The protein sequence of the target gene is MAPGCKSELRNVTNSHSNQPSNEGDAIKVFVRIRPAEEGARSADGEQSFCLSVLSQTTLRLHSNPDPKTFVFDYVAGMDTTQESVFSTVAKSIVESCMSGYNGTIFAYGQTGSGKTFTMMGPSDSDNFSHNLRGIIPRSFEYLFSLIDREKEKAGAGKSFLCKCSFIEVYNEQIYDLLDSASVGLYLREHIKKGVFVVGAVEQAVTSAAETYQVLSRGWRNRRVASTSMNRESSRSHAVFTITIESMEKSSETVNIRTSLLNLVDLAGSERQKDTHAEGMRLKEAGNINRSLSCLGQVIT.... Result: 0 (no interaction). (4) Result: 1 (interaction). The miRNA is hsa-miR-302a-3p with sequence UAAGUGCUUCCAUGUUUUGGUGA. The protein sequence of the target gene is MDIKNSPSSLNSPSSYNCSQSILPLEHGSIYIPSSYVDSHHEYPAMTFYSPAVMNYSIPSNVTNLEGGPGRQTTSPNVLWPTPGHLSPLVVHRQLSHLYAEPQKSPWCEARSLEHTLPVNRETLKRKVSGNRCASPVTGPGSKRDAHFCAVCSDYASGYHYGVWSCEGCKAFFKRSIQGHNDYICPATNQCTIDKNRRKSCQACRLRKCYEVGMVKCGSRRERCGYRLVRRQRSADEQLHCAGKAKRSGGHAPRVRELLLDALSPEQLVLTLLEAEPPHVLISRPSAPFTEASMMMSLTK.... (5) Result: 1 (interaction). The miRNA is hsa-miR-6867-5p with sequence UGUGUGUGUAGAGGAAGAAGGGA. The protein sequence of the target gene is MPPVSRSSYSEDIVGSRRRRRSSSGSPPSPQSRCSSWDGCSRSHSRGREGLRPPWSELDVGALYPFSRSGSRGRLPRFRNYAFASSWSTSYSGYRYHRHCYAEERQSAEDYEKEESHRQRRLKERERIGELGAPEVWGPSPKFPQLDSDEHTPVEDEEEVTHQKSSSSDSNSEEHRKKKTSRSRNKKKRKNKSSKRKHRKYSDSDSNSESDTNSDSDDDKKRVKAKKKKKKKKHKTKKKKNKKTKKESSDSSCKDSEEDLSEATWMEQPNVADTMDLIGPEAPIIHTSQDEKPLKYGHAL.... (6) The miRNA is hsa-miR-6788-5p with sequence CUGGGAGAAGAGUGGUGAAGA. The protein sequence of the target gene is MFPVFPCTLLAPPFPVLGLDSRGVGGLMNSFPPPQGHAQNPLQVGAELQSRFFASQGCAQSPFQAAPAPPPTPQAPAAEPLQVDLLPVLAAAQESAAAAAAAAAAAAAVAAAPPAPAAASTVDTAALKQPPAPPPPPPPVSAPAAEAAPPASAATIAAAAATAVVAPTSTVAVAPVASALEKKTKSKGPYICALCAKEFKNGYNLRRHEAIHTGAKAGRVPSGAMKMPTMVPLSLLSVPQLSGAGGGGGEAGAGGGAAAVAAGGVVTTTASGKRIRKNHACEMCGKAFRDVYHLNRHKLS.... Result: 1 (interaction). (7) The protein sequence of the target gene is MAGPRVEVDGSIMEGGGQILRVSTALSCLLGLPLRVQKIRAGRSTPGLRPQHLSGLEMIRDLCDGQLEGAEIGSTEITFTPEKIKGGIHTADTKTAGSVCLLMQVSMPCVLFAASPSELHLKGGTNAEMAPQIDYTVMVFKPIVEKFGFIFNCDIKTRGYYPKGGGEVIVRMSPVKQLNPINLTERGCVTKIYGRAFVAGVLPFKVAKDMAAAAVRCIRKEIRDLYVNIQPVQEPKDQAFGNGNGIIIIAETSTGCLFAGSSLGKRGVNADKVGIEAAEMLLANLRHGGTVDEYLQDQLI.... The miRNA is mmu-miR-463-5p with sequence UACCUAAUUUGUUGUCCAUCAU. Result: 0 (no interaction). (8) The miRNA is dme-bantam-3p with sequence UGAGAUCAUUUUGAAAGCUGAUU. The protein sequence of the target gene is MNALVRRCVARAGLPCIWRGKCYSSGNEPAESNQVTPMLRHLMYKIKSTGPITVAEYMKEVLTNPAKGYYVHQDMLGEKGDFITSPEISQIFGELLGVWFVSEWIASGKSPAFQLVELGPGRGTLTADILRVFSQLGSVLKTCAISIHLVEVSQKLSEIQALTLAEEKVPLERDAESLVYMKGVTKSGIPVSWYRDLKDVPEGYSLYLAHEFFDVLPVHKFQKTPRGWREVFVDVDPQASDKLRFVLAPCATPAEAFIQRDERREHVEVCPDAGVIIQELSQRIASTGGAALIADYGHDG.... Result: 0 (no interaction). (9) The miRNA is hsa-miR-6833-3p with sequence UUUCUCUCUCCACUUCCUCAG. The protein sequence of the target gene is MSWRGRSTYYWPRPRRYVQPPEMIGPMRPEQFSDEVEPATPEEGEPATQCQDPAAAQKGEDEGASAGQGPKPEAHSQEQGHPQTGCECEDGPDGQEMDPPNPEEVKTPEEGEKQSQC. Result: 0 (no interaction). (10) The miRNA is hsa-let-7a-2-3p with sequence CUGUACAGCCUCCUAGCUUUCC. The protein sequence of the target gene is MSVASTAAPFHTTSGSSGAISTFSVVDYVVFGLLLVLSLVIGLYHACRGWGHHTVGELLMADRKMGCLPVALSLLATFQSAVAILGAPAEIFRFGTQYWFLGCSYFLGLLIPAHIFIPVFYRLHLTSAYEYLELRFNKAVRICGTVTFIFQMVIYMGVALYAPSLALNAVTGFDLWLSVLALGIVCNIYTALGGLKAVIWTDVFQTLVMFLGQLVVIIVGAARVGGLGHVWNVTSQHGLISGINLDPDPFVRHTFWTLAFGGVFMMLSLYGVNQAQVQRYLSSHSERAAVLSCYAVFPCQ.... Result: 0 (no interaction).